Dataset: Experimentally validated miRNA-target interactions with 360,000+ pairs, plus equal number of negative samples. Task: Binary Classification. Given a miRNA mature sequence and a target amino acid sequence, predict their likelihood of interaction. The miRNA is hsa-miR-3120-3p with sequence CACAGCAAGUGUAGACAGGCA. The protein sequence of the target gene is MGTRSSPEEGTPPPLVPECDVEVQPQGHPEESREQEASEVLAEPSSRGGAEQQAEEEEVGEGSSTESSRDAPEATPPIAMAATPPASTSSREGVRGAARRLQGQQLEALTRVALMEQRVKELQRQRKELRIEMEVEVALLRGELAGERVAARREEEQLRELLEQQAASEQRGRQQREQEQRRLSQERDRLEGLRQRLRKAQGQLDSQPEDQRERLLQGVQEMREQLDVAQRAYEDLEFQQLERESRQEEEDRDSPGPQVPDPKVQELQASMAQHRRGALQHRIRVLEEQLKSLGEQMAAE.... Result: 0 (no interaction).